Dataset: NCI-60 drug combinations with 297,098 pairs across 59 cell lines. Task: Regression. Given two drug SMILES strings and cell line genomic features, predict the synergy score measuring deviation from expected non-interaction effect. (1) Drug 1: C1=CN(C(=O)N=C1N)C2C(C(C(O2)CO)O)O.Cl. Drug 2: CC(C)NC(=O)C1=CC=C(C=C1)CNNC.Cl. Cell line: A549. Synergy scores: CSS=39.0, Synergy_ZIP=2.26, Synergy_Bliss=2.42, Synergy_Loewe=-32.7, Synergy_HSA=1.71. (2) Drug 1: C1CCC(C1)C(CC#N)N2C=C(C=N2)C3=C4C=CNC4=NC=N3. Drug 2: C1C(C(OC1N2C=NC3=C2NC=NCC3O)CO)O. Cell line: 786-0. Synergy scores: CSS=9.50, Synergy_ZIP=-1.37, Synergy_Bliss=1.49, Synergy_Loewe=2.51, Synergy_HSA=2.90. (3) Drug 1: CC1=C(C=C(C=C1)NC2=NC=CC(=N2)N(C)C3=CC4=NN(C(=C4C=C3)C)C)S(=O)(=O)N.Cl. Drug 2: CC12CCC3C(C1CCC2OP(=O)(O)O)CCC4=C3C=CC(=C4)OC(=O)N(CCCl)CCCl.[Na+]. Cell line: OVCAR3. Synergy scores: CSS=14.8, Synergy_ZIP=8.20, Synergy_Bliss=4.30, Synergy_Loewe=4.05, Synergy_HSA=3.67. (4) Drug 1: CN1C(=O)N2C=NC(=C2N=N1)C(=O)N. Drug 2: C1CN(CCN1C(=O)CCBr)C(=O)CCBr. Cell line: MDA-MB-435. Synergy scores: CSS=2.75, Synergy_ZIP=0.452, Synergy_Bliss=1.55, Synergy_Loewe=-3.93, Synergy_HSA=-2.17. (5) Drug 1: CC(CN1CC(=O)NC(=O)C1)N2CC(=O)NC(=O)C2. Drug 2: CCCS(=O)(=O)NC1=C(C(=C(C=C1)F)C(=O)C2=CNC3=C2C=C(C=N3)C4=CC=C(C=C4)Cl)F. Cell line: UACC62. Synergy scores: CSS=31.5, Synergy_ZIP=-7.42, Synergy_Bliss=-8.47, Synergy_Loewe=-5.87, Synergy_HSA=-4.98. (6) Drug 1: C(CN)CNCCSP(=O)(O)O. Drug 2: CC1C(C(CC(O1)OC2CC(CC3=C2C(=C4C(=C3O)C(=O)C5=C(C4=O)C(=CC=C5)OC)O)(C(=O)CO)O)N)O.Cl. Cell line: MOLT-4. Synergy scores: CSS=46.6, Synergy_ZIP=3.43, Synergy_Bliss=2.76, Synergy_Loewe=-27.9, Synergy_HSA=3.55. (7) Synergy scores: CSS=54.2, Synergy_ZIP=-10.0, Synergy_Bliss=-13.9, Synergy_Loewe=-15.0, Synergy_HSA=-10.5. Drug 1: C1=CN(C(=O)N=C1N)C2C(C(C(O2)CO)O)O.Cl. Cell line: SR. Drug 2: CC1C(C(CC(O1)OC2CC(CC3=C2C(=C4C(=C3O)C(=O)C5=C(C4=O)C(=CC=C5)OC)O)(C(=O)CO)O)N)O.Cl.